This data is from Forward reaction prediction with 1.9M reactions from USPTO patents (1976-2016). The task is: Predict the product of the given reaction. (1) Given the reactants [H-].[Na+].[F:3][C:4]1[CH:5]=[CH:6][C:7]([C:10]2[CH:11]=[N:12][N:13]([CH2:15][CH2:16][NH:17][C:18](=[O:31])[C:19]3[CH:24]=[C:23]([CH3:25])[CH:22]=[CH:21][C:20]=3[N:26]3[N:30]=[CH:29][CH:28]=[N:27]3)[CH:14]=2)=[N:8][CH:9]=1.[CH3:32]I.O, predict the reaction product. The product is: [F:3][C:4]1[CH:5]=[CH:6][C:7]([C:10]2[CH:11]=[N:12][N:13]([CH2:15][CH2:16][N:17]([CH3:32])[C:18](=[O:31])[C:19]3[CH:24]=[C:23]([CH3:25])[CH:22]=[CH:21][C:20]=3[N:26]3[N:30]=[CH:29][CH:28]=[N:27]3)[CH:14]=2)=[N:8][CH:9]=1. (2) Given the reactants [CH2:1]([O:8][C@@H:9]1[C@@H:14]([O:15][CH2:16][C:17]2[CH:22]=[CH:21][CH:20]=[CH:19][CH:18]=2)[C@H:13]([O:23][CH2:24][C:25]2[CH:30]=[CH:29][CH:28]=[CH:27][CH:26]=2)[C@@H:12]([CH2:31][O:32][CH2:33][C:34]2[CH:39]=[CH:38][CH:37]=[CH:36][CH:35]=2)[O:11][C@H:10]1[C:40]1[C:48]2[C:43](=[C:44]([Cl:49])[CH:45]=[CH:46][CH:47]=2)[NH:42][CH:41]=1)[C:2]1[CH:7]=[CH:6][CH:5]=[CH:4][CH:3]=1.[H-].[Na+].[Si]([O:69][CH2:70][CH2:71][C:72]1[CH:79]=[CH:78][C:75]([CH2:76]Br)=[CH:74][CH:73]=1)(C(C)(C)C)(C1C=CC=CC=1)C1C=CC=CC=1.O, predict the reaction product. The product is: [CH2:1]([O:8][C@@H:9]1[C@@H:14]([O:15][CH2:16][C:17]2[CH:18]=[CH:19][CH:20]=[CH:21][CH:22]=2)[C@H:13]([O:23][CH2:24][C:25]2[CH:30]=[CH:29][CH:28]=[CH:27][CH:26]=2)[C@@H:12]([CH2:31][O:32][CH2:33][C:34]2[CH:35]=[CH:36][CH:37]=[CH:38][CH:39]=2)[O:11][C@H:10]1[C:40]1[C:48]2[C:43](=[C:44]([Cl:49])[CH:45]=[CH:46][CH:47]=2)[N:42]([CH2:76][C:75]2[CH:78]=[CH:79][C:72]([CH2:71][CH2:70][OH:69])=[CH:73][CH:74]=2)[CH:41]=1)[C:2]1[CH:7]=[CH:6][CH:5]=[CH:4][CH:3]=1. (3) Given the reactants [O:1]=[C:2]1[NH:11][CH:10]=[CH:9][C:8]2[N:7]=[C:6]([C:12]3[CH:19]=[CH:18][C:15]([CH:16]=O)=[CH:14][CH:13]=3)[C:5]([C:20]3[CH:25]=[CH:24][CH:23]=[CH:22][CH:21]=3)=[CH:4][C:3]1=2.FC(F)(F)C(O)=O.[CH3:33][O:34][C:35]1[CH:40]=[CH:39][C:38]([C:41]2[NH:45][C:44]([CH:46]3[CH2:51][CH2:50][NH:49][CH2:48][CH2:47]3)=[N:43][N:42]=2)=[CH:37][N:36]=1.C(O[BH-](OC(=O)C)OC(=O)C)(=O)C.[Na+], predict the reaction product. The product is: [CH3:33][O:34][C:35]1[N:36]=[CH:37][C:38]([C:41]2[NH:45][C:44]([CH:46]3[CH2:51][CH2:50][N:49]([CH2:16][C:15]4[CH:14]=[CH:13][C:12]([C:6]5[C:5]([C:20]6[CH:21]=[CH:22][CH:23]=[CH:24][CH:25]=6)=[CH:4][C:3]6[C:2](=[O:1])[NH:11][CH:10]=[CH:9][C:8]=6[N:7]=5)=[CH:19][CH:18]=4)[CH2:48][CH2:47]3)=[N:43][N:42]=2)=[CH:39][CH:40]=1. (4) Given the reactants [CH:1]1([N:7]2[C:11]([C:12]3[CH:17]=[CH:16][C:15]([F:18])=[CH:14][CH:13]=3)=[C:10]([C:19]3[S:20][CH:21]=[C:22]([CH2:24][C:25](O)=[O:26])[N:23]=3)[CH:9]=[N:8]2)[CH2:6][CH2:5][CH2:4][CH2:3][CH2:2]1.CN(C(ON1N=NC2C=CC=NC1=2)=[N+](C)C)C.F[P-](F)(F)(F)(F)F.CCN(C(C)C)C(C)C.[O:61]1[CH2:66][CH2:65][CH:64]([CH2:67][NH2:68])[CH2:63][CH2:62]1, predict the reaction product. The product is: [CH:1]1([N:7]2[C:11]([C:12]3[CH:17]=[CH:16][C:15]([F:18])=[CH:14][CH:13]=3)=[C:10]([C:19]3[S:20][CH:21]=[C:22]([CH2:24][C:25]([NH:68][CH2:67][CH:64]4[CH2:65][CH2:66][O:61][CH2:62][CH2:63]4)=[O:26])[N:23]=3)[CH:9]=[N:8]2)[CH2:6][CH2:5][CH2:4][CH2:3][CH2:2]1. (5) Given the reactants [C:1]([O:5][C:6]([NH:8][C@H:9]([CH2:13][OH:14])[C:10](O)=[O:11])=[O:7])([CH3:4])([CH3:3])[CH3:2].C[N:16](C(ON1N=NC2C=CC=NC1=2)=[N+](C)C)C.F[P-](F)(F)(F)(F)F.N, predict the reaction product. The product is: [NH2:16][C:10](=[O:11])[C@H:9]([NH:8][C:6](=[O:7])[O:5][C:1]([CH3:4])([CH3:3])[CH3:2])[CH2:13][OH:14]. (6) Given the reactants Cl[CH2:2][CH:3]([CH2:12]Cl)[C:4]([C:6]1[CH:11]=[CH:10][CH:9]=[CH:8][CH:7]=1)=[O:5].[O:14]1[CH2:19][CH:18]=[C:17](N2CCCC2)[CH2:16][CH2:15]1.[OH2:25], predict the reaction product. The product is: [C:4]([CH:3]1[CH2:12][C@H:16]2[C:17](=[O:25])[C@H:18]([CH2:19][O:14][CH2:15]2)[CH2:2]1)(=[O:5])[C:6]1[CH:11]=[CH:10][CH:9]=[CH:8][CH:7]=1. (7) Given the reactants [F:1][C:2]1([F:36])[CH2:4][CH:3]1[CH2:5][CH2:6][O:7][C:8]1[CH:35]=[CH:34][C:11]2[N:12]=[C:13]([C:15]3[N:20]=[CH:19][C:18]([O:21][CH2:22][C@@H:23]([NH:25][C:26](=[O:32])OC(C)(C)C)[CH3:24])=[CH:17][C:16]=3[F:33])[O:14][C:10]=2[CH:9]=1.Cl.[C:38](OCC)(=O)C, predict the reaction product. The product is: [F:1][C:2]1([F:36])[CH2:4][CH:3]1[CH2:5][CH2:6][O:7][C:8]1[CH:9]=[CH:10][C:11]2[N:12]=[C:13]([C:15]3[N:20]=[CH:19][C:18]([O:21][CH2:22][C@@H:23]([NH:25][C:26](=[O:32])[CH3:38])[CH3:24])=[CH:17][C:16]=3[F:33])[O:14][C:34]=2[CH:35]=1.